From a dataset of Catalyst prediction with 721,799 reactions and 888 catalyst types from USPTO. Predict which catalyst facilitates the given reaction. (1) Reactant: [CH:1]([NH:4][C:5]1[O:6][CH2:7][C:8](=[O:15])[C:9]=1[C:10]([O:12][CH2:13][CH3:14])=[O:11])([CH3:3])[CH3:2].[NH:16]1[C:24]2[C:19](=[CH:20][CH:21]=[CH:22][N:23]=2)[C:18]([CH:25]=O)=[CH:17]1.N1CCC[C@H]1C(O)=O. Product: [NH:16]1[C:24]2=[N:23][CH:22]=[CH:21][CH:20]=[C:19]2[C:18]([CH:25]=[C:7]2[O:6][C:5]([NH:4][CH:1]([CH3:3])[CH3:2])=[C:9]([C:10]([O:12][CH2:13][CH3:14])=[O:11])[C:8]2=[O:15])=[CH:17]1. The catalyst class is: 8. (2) The catalyst class is: 25. Reactant: [CH3:1][C:2]1([CH3:37])[CH2:7][N:6]([S:8]([C:11]2[C:16]([CH3:17])=[CH:15][C:14]([CH3:18])=[CH:13][C:12]=2[CH3:19])(=[O:10])=[O:9])[CH:5]([CH2:20][C:21]([NH:23][C@H:24]2[C:33]3[C:28](=[CH:29][C:30]([CH:34]=O)=[CH:31][CH:32]=3)[CH2:27][CH2:26][CH2:25]2)=[O:22])[C:4](=[O:36])[NH:3]1.[BH-](OC(C)=O)(OC(C)=O)OC(C)=O.[Na+].[C:52]([NH2:56])([CH3:55])([CH3:54])[CH3:53]. Product: [C:52]([NH:56][CH2:34][C:30]1[CH:29]=[C:28]2[C:33](=[CH:32][CH:31]=1)[C@H:24]([NH:23][C:21](=[O:22])[CH2:20][CH:5]1[C:4](=[O:36])[NH:3][C:2]([CH3:37])([CH3:1])[CH2:7][N:6]1[S:8]([C:11]1[C:12]([CH3:19])=[CH:13][C:14]([CH3:18])=[CH:15][C:16]=1[CH3:17])(=[O:10])=[O:9])[CH2:25][CH2:26][CH2:27]2)([CH3:55])([CH3:54])[CH3:53]. (3) Product: [F:15][C:12]1[CH:13]=[C:14]2[C:9](=[CH:10][CH:11]=1)[O:8][CH2:7][CH2:6][C:5]2([CH3:16])[CH2:4][C:3]1([C:2]([F:1])([F:18])[F:19])[CH2:20][O:17]1. Reactant: [F:1][C:2]([F:19])([F:18])[C:3](=[O:17])[CH2:4][C:5]1([CH3:16])[C:14]2[C:9](=[CH:10][CH:11]=[C:12]([F:15])[CH:13]=2)[O:8][CH2:7][CH2:6]1.[CH3:20][S+](C)(C)=O.[H-].[Na+].[I-].C[S+](C)(C)=O. The catalyst class is: 16. (4) Product: [F:36][C:32]1[CH:31]=[C:30]([CH:35]=[CH:34][CH:33]=1)[CH2:29][C:28]1[N:19]=[C:18]([N:15]2[CH2:14][CH2:13][N:12]([S:9]([C:6]3[CH:5]=[CH:4][C:3]([O:2][CH3:1])=[CH:8][CH:7]=3)(=[O:10])=[O:11])[CH2:17][CH2:16]2)[S:20][CH:27]=1. The catalyst class is: 14. Reactant: [CH3:1][O:2][C:3]1[CH:8]=[CH:7][C:6]([S:9]([N:12]2[CH2:17][CH2:16][N:15]([C:18](=[S:20])[NH2:19])[CH2:14][CH2:13]2)(=[O:11])=[O:10])=[CH:5][CH:4]=1.C([O-])(O)=O.[Na+].Cl[CH2:27][C:28](=O)[CH2:29][C:30]1[CH:35]=[CH:34][CH:33]=[C:32]([F:36])[CH:31]=1.ClCCCl.CCO. (5) Product: [CH3:1][O:2][C:3](=[O:12])[C:4]1[CH:9]=[CH:8][C:7]([NH:19][CH2:18][C:17]2[CH:20]=[CH:21][C:14]([Cl:13])=[CH:15][CH:16]=2)=[N:6][C:5]=1[F:11]. The catalyst class is: 9. Reactant: [CH3:1][O:2][C:3](=[O:12])[C:4]1[CH:9]=[CH:8][C:7](F)=[N:6][C:5]=1[F:11].[Cl:13][C:14]1[CH:21]=[CH:20][C:17]([CH2:18][NH2:19])=[CH:16][CH:15]=1.O.